Dataset: Forward reaction prediction with 1.9M reactions from USPTO patents (1976-2016). Task: Predict the product of the given reaction. (1) Given the reactants [CH3:1][CH2:2]N=C=NCCCN(C)C.C(O)C.[Br:15][C:16]1[CH:20]=[CH:19][O:18][C:17]=1[C:21]([OH:23])=[O:22], predict the reaction product. The product is: [Br:15][C:16]1[CH:20]=[CH:19][O:18][C:17]=1[C:21]([O:23][CH2:1][CH3:2])=[O:22]. (2) The product is: [Br:19][C:12]1[CH:11]=[C:10]2[C:15]([O:16][C:17]3[CH:18]=[C:5]([C:3]([OH:4])=[O:2])[CH:6]=[CH:7][C:8]=3[C:9]2=[O:20])=[CH:14][CH:13]=1. Given the reactants C[O:2][C:3]([C:5]1[CH:6]=[CH:7][C:8]2[C:9](=[O:20])[C:10]3[C:15]([O:16][C:17]=2[CH:18]=1)=[CH:14][CH:13]=[C:12]([Br:19])[CH:11]=3)=[O:4].COC(C1C=CC2C(=O)C3C(OC=2C=1)=CC=CC=3)=O, predict the reaction product. (3) Given the reactants C(O/[CH:4]=[CH:5]\[C:6]1[C:11]([C:12]#[N:13])=[CH:10][N:9]=[C:8]([S:14][CH3:15])[N:7]=1)C.BrN1C(=O)CCC1=O.[CH2:24]([C:26]1[C:27]([NH2:32])=[N:28][CH:29]=[CH:30][CH:31]=1)[CH3:25].C(=O)([O-])O.[Na+], predict the reaction product. The product is: [CH2:24]([C:26]1[C:27]2[N:28]([C:5]([C:6]3[C:11]([C:12]#[N:13])=[CH:10][N:9]=[C:8]([S:14][CH3:15])[N:7]=3)=[CH:4][N:32]=2)[CH:29]=[CH:30][CH:31]=1)[CH3:25]. (4) Given the reactants [CH:1]1([N:4]([CH2:12][C:13]2[CH:18]=[C:17]([CH2:19]/[CH:20]=[CH:21]/[C:22]#[N:23])[CH:16]=[C:15]([Cl:24])[C:14]=2[Cl:25])[C:5](=[O:11])[O:6][C:7]([CH3:10])([CH3:9])[CH3:8])[CH2:3][CH2:2]1, predict the reaction product. The product is: [CH:1]1([N:4]([CH2:12][C:13]2[CH:18]=[C:17]([CH2:19][CH2:20][CH2:21][C:22]#[N:23])[CH:16]=[C:15]([Cl:24])[C:14]=2[Cl:25])[C:5](=[O:11])[O:6][C:7]([CH3:9])([CH3:10])[CH3:8])[CH2:3][CH2:2]1. (5) Given the reactants CC1(C)C(C)(C)OB([C:9]2[CH:17]=[CH:16][CH:15]=[C:14]3[C:10]=2[CH:11]=[CH:12][N:13]3[Si:18]([CH:25]([CH3:27])[CH3:26])([CH:22]([CH3:24])[CH3:23])[CH:19]([CH3:21])[CH3:20])O1.[Br:29][C:30]1[CH:35]=[C:34]([O:36][CH2:37][C:38]2[CH:43]=[CH:42][C:41]([O:44][CH3:45])=[CH:40][CH:39]=2)[CH:33]=[C:32](I)[CH:31]=1.C(=O)([O-])[O-].[Na+].[Na+].CCOC(C)=O, predict the reaction product. The product is: [Br:29][C:30]1[CH:31]=[C:32]([C:9]2[CH:17]=[CH:16][CH:15]=[C:14]3[C:10]=2[CH:11]=[CH:12][N:13]3[Si:18]([CH:25]([CH3:26])[CH3:27])([CH:22]([CH3:23])[CH3:24])[CH:19]([CH3:21])[CH3:20])[CH:33]=[C:34]([O:36][CH2:37][C:38]2[CH:39]=[CH:40][C:41]([O:44][CH3:45])=[CH:42][CH:43]=2)[CH:35]=1. (6) Given the reactants [NH2:1][C@@H:2]1[N:8]=[C:7]([C:9]2[CH:14]=[CH:13][CH:12]=[CH:11][CH:10]=2)[C:6]2[CH:15]=[CH:16][CH:17]=[CH:18][C:5]=2[N:4]([CH2:19][C:20]([F:23])([F:22])[F:21])[C:3]1=[O:24].C(N(CC)CC)C.[CH2:32]([CH:39]1[CH2:43][N:42]([CH:44]2[CH2:49][CH2:48][NH:47][CH2:46][CH2:45]2)[C:41](=[O:50])[NH:40]1)[C:33]1[CH:38]=[CH:37][CH:36]=[CH:35][CH:34]=1.[O:51]1CCC[CH2:52]1, predict the reaction product. The product is: [CH2:32]([CH:39]1[CH2:43][N:42]([CH:44]2[CH2:49][CH2:48][N:47]([C:52]([NH:1][C@@H:2]3[N:8]=[C:7]([C:9]4[CH:10]=[CH:11][CH:12]=[CH:13][CH:14]=4)[C:6]4[CH:15]=[CH:16][CH:17]=[CH:18][C:5]=4[N:4]([CH2:19][C:20]([F:21])([F:23])[F:22])[C:3]3=[O:24])=[O:51])[CH2:46][CH2:45]2)[C:41](=[O:50])[NH:40]1)[C:33]1[CH:34]=[CH:35][CH:36]=[CH:37][CH:38]=1.